From a dataset of Catalyst prediction with 721,799 reactions and 888 catalyst types from USPTO. Predict which catalyst facilitates the given reaction. (1) Product: [Br:19][CH2:18][C:1]1[CH:2]=[CH:3][C:4]([N:7]2[C:15](=[O:16])[C:14]3[C:9](=[CH:10][CH:11]=[CH:12][CH:13]=3)[C:8]2=[O:17])=[CH:5][CH:6]=1.[Br-:19]. Reactant: [C:1]1([CH3:18])[CH:6]=[CH:5][C:4]([N:7]2[C:15](=[O:16])[C:14]3[C:9](=[CH:10][CH:11]=[CH:12][CH:13]=3)[C:8]2=[O:17])=[CH:3][CH:2]=1.[Br:19]N1C(=O)CCC1=O.C(OOC(=O)C1C=CC=CC=1)(=O)C1C=CC=CC=1. The catalyst class is: 53. (2) Reactant: [CH2:1]([C@@H:8]1[CH2:12][O:11][C:10](=[O:13])[NH:9]1)[C:2]1[CH:7]=[CH:6][CH:5]=[CH:4][CH:3]=1.C(N(CC)CC)C.[C:21](Cl)(=[O:30])[CH2:22][CH2:23][C:24]1[CH:29]=[CH:28][CH:27]=[CH:26][CH:25]=1. Product: [CH2:1]([C@@H:8]1[CH2:12][O:11][C:10](=[O:13])[N:9]1[C:21](=[O:30])[CH2:22][CH2:23][C:24]1[CH:29]=[CH:28][CH:27]=[CH:26][CH:25]=1)[C:2]1[CH:3]=[CH:4][CH:5]=[CH:6][CH:7]=1. The catalyst class is: 172. (3) Reactant: [Cl:1][C:2]1[CH:8]=[CH:7][CH:6]=[C:5]([N+:9]([O-:11])=[O:10])[C:3]=1N.N([O-])=O.[Na+].[I-:16].[K+]. Product: [Cl:1][C:2]1[CH:8]=[CH:7][CH:6]=[C:5]([N+:9]([O-:11])=[O:10])[C:3]=1[I:16]. The catalyst class is: 126. (4) Reactant: [CH2:1]([O:3][C:4](=[O:22])[CH2:5][C:6]1[NH:7][C:8](=O)[C:9]2[C:14]([C:15]3[CH:20]=[CH:19][CH:18]=[CH:17][CH:16]=3)=[CH:13][S:12][C:10]=2[N:11]=1)[CH3:2].P(Cl)(Cl)([Cl:25])=O.CN(C)C1C=CC=CC=1. Product: [CH2:1]([O:3][C:4](=[O:22])[CH2:5][C:6]1[N:7]=[C:8]([Cl:25])[C:9]2[C:14]([C:15]3[CH:20]=[CH:19][CH:18]=[CH:17][CH:16]=3)=[CH:13][S:12][C:10]=2[N:11]=1)[CH3:2]. The catalyst class is: 4. (5) Reactant: CS(O[CH:6]([C:22]1[CH:27]=[CH:26][C:25]([Br:28])=[CH:24][CH:23]=1)[CH2:7][CH2:8][CH:9](OS(C)(=O)=O)[C:10]1[CH:15]=[CH:14][C:13]([Br:16])=[CH:12][CH:11]=1)(=O)=O.[I:29][C:30]1[CH:36]=[CH:35][C:33]([NH2:34])=[CH:32][CH:31]=1.CCOC(C)=O. Product: [Br:16][C:13]1[CH:14]=[CH:15][C:10]([CH:9]2[CH2:8][CH2:7][CH:6]([C:22]3[CH:27]=[CH:26][C:25]([Br:28])=[CH:24][CH:23]=3)[N:34]2[C:33]2[CH:35]=[CH:36][C:30]([I:29])=[CH:31][CH:32]=2)=[CH:11][CH:12]=1. The catalyst class is: 3. (6) Reactant: Cl.[F:2][C:3]([F:17])([F:16])[C:4]1[CH:5]=[C:6]([CH:10]2[O:15][CH2:14][CH2:13][NH:12][CH2:11]2)[CH:7]=[CH:8][CH:9]=1.CCN(C(C)C)C(C)C.[F:27][C:28]([F:33])([F:32])[C@@H:29]1[CH2:31][O:30]1. Product: [F:27][C:28]([F:33])([F:32])[C@@H:29]([OH:30])[CH2:31][N:12]1[CH2:13][CH2:14][O:15][CH:10]([C:6]2[CH:7]=[CH:8][CH:9]=[C:4]([C:3]([F:2])([F:16])[F:17])[CH:5]=2)[CH2:11]1. The catalyst class is: 10. (7) Product: [O:27]=[C:25]1[C:12]2([CH2:17][CH2:16][N:15]([C:18]([O:20][C:21]([CH3:24])([CH3:23])[CH3:22])=[O:19])[CH2:14][CH2:13]2)[O:11][CH2:10][CH2:9][NH:8]1. Reactant: C([N:8](CC1C=CC=CC=1)[CH2:9][CH2:10][O:11][C:12]1([C:25]([O:27]C)=O)[CH2:17][CH2:16][N:15]([C:18]([O:20][C:21]([CH3:24])([CH3:23])[CH3:22])=[O:19])[CH2:14][CH2:13]1)C1C=CC=CC=1.[H][H]. The catalyst class is: 105. (8) Reactant: Cl.[OH:2][CH:3]([C:17]1[C:26]2[C:21](=[CH:22][CH:23]=[CH:24][CH:25]=2)[CH:20]=[CH:19][CH:18]=1)[CH:4]([NH2:16])[CH2:5][C:6]1[CH:11]=[CH:10][C:9]([C:12]([F:15])([F:14])[F:13])=[CH:8][CH:7]=1.[F:27][C:28]([F:39])([F:38])[C:29]1[CH:37]=[CH:36][C:32]([C:33](Cl)=[O:34])=[CH:31][CH:30]=1.C(=O)([O-])O.[Na+]. Product: [OH:2][CH:3]([C:17]1[C:26]2[C:21](=[CH:22][CH:23]=[CH:24][CH:25]=2)[CH:20]=[CH:19][CH:18]=1)[CH:4]([NH:16][C:33](=[O:34])[C:32]1[CH:36]=[CH:37][C:29]([C:28]([F:27])([F:38])[F:39])=[CH:30][CH:31]=1)[CH2:5][C:6]1[CH:11]=[CH:10][C:9]([C:12]([F:13])([F:14])[F:15])=[CH:8][CH:7]=1. The catalyst class is: 84. (9) Reactant: Cl[CH2:2][C:3]([NH:5][C:6]1[S:7][C:8]2[N:9]=[C:10]([N:15]([CH3:36])[C:16]3[CH:17]=[C:18]([NH:22][C:23](=[O:35])[C:24]4[CH:29]=[CH:28][CH:27]=[C:26]([C:30]([C:33]#[N:34])([CH3:32])[CH3:31])[CH:25]=4)[CH:19]=[CH:20][CH:21]=3)[N:11]=[CH:12][C:13]=2[N:14]=1)=[O:4].C(N(CC)CC)C.[NH:44]1[CH2:49][CH2:48][O:47][CH2:46][CH2:45]1.C(=O)([O-])O.[Na+]. Product: [C:33]([C:30]([C:26]1[CH:25]=[C:24]([CH:29]=[CH:28][CH:27]=1)[C:23]([NH:22][C:18]1[CH:19]=[CH:20][CH:21]=[C:16]([N:15]([CH3:36])[C:10]2[N:11]=[CH:12][C:13]3[N:14]=[C:6]([NH:5][C:3](=[O:4])[CH2:2][N:44]4[CH2:49][CH2:48][O:47][CH2:46][CH2:45]4)[S:7][C:8]=3[N:9]=2)[CH:17]=1)=[O:35])([CH3:32])[CH3:31])#[N:34]. The catalyst class is: 7.